From a dataset of Catalyst prediction with 721,799 reactions and 888 catalyst types from USPTO. Predict which catalyst facilitates the given reaction. (1) Reactant: [OH-].[Na+].C[O:4][C:5](=[O:34])/[C:6](/[NH:13][C:14](=[O:33])[C:15]1[CH:20]=[CH:19][C:18]([C:21]([NH:23][CH2:24][C:25]2[CH:30]=[CH:29][CH:28]=[C:27]([OH:31])[CH:26]=2)=[O:22])=[CH:17][C:16]=1[Br:32])=[CH:7]/[C:8]1[S:9][CH:10]=[CH:11][N:12]=1. Product: [Br:32][C:16]1[CH:17]=[C:18]([C:21]([NH:23][CH2:24][C:25]2[CH:30]=[CH:29][CH:28]=[C:27]([OH:31])[CH:26]=2)=[O:22])[CH:19]=[CH:20][C:15]=1[C:14]([NH:13]/[C:6](=[CH:7]\[C:8]1[S:9][CH:10]=[CH:11][N:12]=1)/[C:5]([OH:34])=[O:4])=[O:33]. The catalyst class is: 83. (2) Reactant: [Si]([O:8][CH2:9][C@H:10]1[CH2:21][CH2:20][C:19]2[S:18][C:17]3[N:16]=[CH:15][N:14]=[C:13]([O:22][CH:23]4[CH2:32][CH2:31][C:26]5(OCC[O:27]5)[CH2:25][CH2:24]4)[C:12]=3[C:11]1=2)(C(C)(C)C)(C)C.Cl.C(=O)(O)[O-].[Na+]. Product: [OH:8][CH2:9][C@H:10]1[CH2:21][CH2:20][C:19]2[S:18][C:17]3[N:16]=[CH:15][N:14]=[C:13]([O:22][CH:23]4[CH2:32][CH2:31][C:26](=[O:27])[CH2:25][CH2:24]4)[C:12]=3[C:11]1=2. The catalyst class is: 1. (3) Reactant: Br[C:2]1[N:3]([C:9]2[CH:14]=[CH:13][C:12]([N+:15]([O-:17])=[O:16])=[C:11]([CH3:18])[CH:10]=2)[CH:4]=[C:5]([C:7]#[N:8])[N:6]=1.C[N:20]1[CH2:25][CH2:24][CH2:23][CH2:22][CH2:21]1.[CH3:26]N(C=O)C. Product: [C:7]([C:5]1[N:6]=[C:2]([N:20]2[CH2:21][CH2:22][CH:23]([CH3:26])[CH2:24][CH2:25]2)[N:3]([C:9]2[CH:14]=[CH:13][C:12]([N+:15]([O-:17])=[O:16])=[C:11]([CH3:18])[CH:10]=2)[CH:4]=1)#[N:8]. The catalyst class is: 37. (4) Reactant: [Br:1][C:2]1[CH:7]=[CH:6][C:5]([NH:8][CH:9]=O)=[CH:4][CH:3]=1.B(F)(F)F.CCOCC.B.C1COCC1.Cl.[OH-].[Na+]. Product: [Br:1][C:2]1[CH:7]=[CH:6][C:5]([NH:8][CH3:9])=[CH:4][CH:3]=1. The catalyst class is: 1. (5) Reactant: [C:1]([NH:9][C:10]1[S:11][C:12]([C:21]([O:23]CC)=[O:22])=[C:13]([C:15]2[CH:20]=[CH:19][CH:18]=[CH:17][CH:16]=2)[N:14]=1)(=[O:8])[C:2]1[CH:7]=[CH:6][CH:5]=[CH:4][CH:3]=1.[OH-].[Li+]. Product: [C:1]([NH:9][C:10]1[S:11][C:12]([C:21]([OH:23])=[O:22])=[C:13]([C:15]2[CH:20]=[CH:19][CH:18]=[CH:17][CH:16]=2)[N:14]=1)(=[O:8])[C:2]1[CH:7]=[CH:6][CH:5]=[CH:4][CH:3]=1. The catalyst class is: 30. (6) The catalyst class is: 14. Product: [Cl:1][C:2]1[CH:3]=[CH:4][C:5]([C@@H:8]2[CH2:13][CH2:12][CH2:11][NH:10][CH2:9]2)=[CH:6][CH:7]=1. Reactant: [Cl:1][C:2]1[CH:7]=[CH:6][C:5]([CH:8]2[CH2:13][CH2:12][CH2:11][NH:10][CH2:9]2)=[CH:4][CH:3]=1. (7) Reactant: O[CH2:2][CH2:3][CH2:4][CH2:5][C:6]1[CH:11]=[CH:10][CH:9]=[CH:8][N:7]=1.[H-].[Al+3].[Li+].[H-].[H-].[H-].I.[OH-].[Na+]. Product: [N:7]12[CH2:8][CH2:9][CH2:10][CH2:11][CH:6]1[CH2:5][CH2:4][CH2:3][CH2:2]2. The catalyst class is: 469.